This data is from Full USPTO retrosynthesis dataset with 1.9M reactions from patents (1976-2016). The task is: Predict the reactants needed to synthesize the given product. (1) Given the product [CH2:30]([S:1][C:2]1[N:3]([C:13]2[CH:14]=[CH:15][C:16]([O:19][CH2:20][C:21]([F:24])([F:23])[F:22])=[CH:17][CH:18]=2)[C:4](=[O:12])[C:5]2[CH2:10][C:9](=[O:11])[NH:8][C:6]=2[N:7]=1)[C:31]1[CH:36]=[CH:35][CH:34]=[CH:33][CH:32]=1, predict the reactants needed to synthesize it. The reactants are: [S:1]=[C:2]1[NH:7][C:6]2[NH:8][C:9](=[O:11])[CH2:10][C:5]=2[C:4](=[O:12])[N:3]1[C:13]1[CH:18]=[CH:17][C:16]([O:19][CH2:20][C:21]([F:24])([F:23])[F:22])=[CH:15][CH:14]=1.C(=O)([O-])O.[Na+].[CH2:30](Br)[C:31]1[CH:36]=[CH:35][CH:34]=[CH:33][CH:32]=1.C(#N)C. (2) Given the product [Cl:23][C:24]1[CH:25]=[C:26]2[C:31](=[CH:32][CH:33]=1)[N:30]([C@@H:34]([CH:38]([CH3:40])[CH3:39])[C:35]([N:6]1[CH2:5][CH2:4][N:3]([C:8]3[CH:9]=[CH:10][C:11]([S:14]([NH:17][C:18]4[S:19][CH:20]=[CH:21][N:22]=4)(=[O:16])=[O:15])=[CH:12][CH:13]=3)[C:2](=[O:1])[CH2:7]1)=[O:36])[CH2:29][CH2:28][CH2:27]2, predict the reactants needed to synthesize it. The reactants are: [O:1]=[C:2]1[CH2:7][NH:6][CH2:5][CH2:4][N:3]1[C:8]1[CH:13]=[CH:12][C:11]([S:14]([NH:17][C:18]2[S:19][CH:20]=[CH:21][N:22]=2)(=[O:16])=[O:15])=[CH:10][CH:9]=1.[Cl:23][C:24]1[CH:25]=[C:26]2[C:31](=[CH:32][CH:33]=1)[N:30]([C@@H:34]([CH:38]([CH3:40])[CH3:39])[C:35](O)=[O:36])[CH2:29][CH2:28][CH2:27]2.CN(C(ON1N=NC2C=CC=NC1=2)=[N+](C)C)C.F[P-](F)(F)(F)(F)F.C(=O)(O)[O-].[Na+]. (3) Given the product [Cl:42][C:27]1[CH:26]=[C:25]([NH:24][C:23]2[C:15]3[CH:14]=[C:13](/[CH:12]=[CH:11]/[CH2:10][CH2:9][OH:8])[CH2:19][CH2:18][NH:17][C:16]=3[N:20]=[CH:21][N:22]=2)[CH:30]=[CH:29][C:28]=1[O:31][C:32]1[CH:37]=[CH:36][CH:35]=[C:34]([C:38]([F:41])([F:39])[F:40])[CH:33]=1, predict the reactants needed to synthesize it. The reactants are: [Si]([O:8][CH2:9][CH2:10]/[CH:11]=[CH:12]/[C:13]1[CH2:19][CH2:18][NH:17][C:16]2[N:20]=[CH:21][N:22]=[C:23]([NH:24][C:25]3[CH:30]=[CH:29][C:28]([O:31][C:32]4[CH:37]=[CH:36][CH:35]=[C:34]([C:38]([F:41])([F:40])[F:39])[CH:33]=4)=[C:27]([Cl:42])[CH:26]=3)[C:15]=2[CH:14]=1)(C(C)(C)C)(C)C.[Cl-].[NH4+]. (4) Given the product [C:1]([O:5][C:6]([N:8]([CH2:13][CH2:14][O:15][S:28]([C:25]1[CH:26]=[CH:27][C:22]([CH3:32])=[CH:23][CH:24]=1)(=[O:30])=[O:29])[CH2:9][C:10]([CH3:12])=[CH2:11])=[O:7])([CH3:4])([CH3:3])[CH3:2], predict the reactants needed to synthesize it. The reactants are: [C:1]([O:5][C:6]([N:8]([CH2:13][CH2:14][OH:15])[CH2:9][C:10]([CH3:12])=[CH2:11])=[O:7])([CH3:4])([CH3:3])[CH3:2].CC(C)([O-])C.[K+].[C:22]1([CH3:32])[CH:27]=[CH:26][C:25]([S:28](Cl)(=[O:30])=[O:29])=[CH:24][CH:23]=1.O. (5) Given the product [Br:1][C:2]1[C:3]([O:9][CH3:10])=[N:4][C:5]([NH:14][CH:11]([CH3:13])[CH3:12])=[N:6][CH:7]=1, predict the reactants needed to synthesize it. The reactants are: [Br:1][C:2]1[C:3]([O:9][CH3:10])=[N:4][C:5](Cl)=[N:6][CH:7]=1.[CH:11]([NH2:14])([CH3:13])[CH3:12].O. (6) Given the product [Cl:13][C:11]1[CH:37]=[C:38]([N:26]2[CH2:25][CH2:24][N:23]([C:18]3[C:17]([C:16]([F:15])([F:29])[F:30])=[CH:22][CH:21]=[CH:20][N:19]=3)[CH2:28][CH2:27]2)[N:39]=[C:7]([N:4]2[CH2:3][CH2:2][O:1][CH2:6][CH2:5]2)[N:12]=1, predict the reactants needed to synthesize it. The reactants are: [O:1]1[CH2:6][CH2:5][N:4]([C:7]2[N:12]=[C:11]([Cl:13])N=C(Cl)C=2)[CH2:3][CH2:2]1.[F:15][C:16]([F:30])([F:29])[C:17]1[C:18]([N:23]2[CH2:28][CH2:27][NH:26][CH2:25][CH2:24]2)=[N:19][CH:20]=[CH:21][CH:22]=1.C([O-])([O-])=O.[K+].[K+].[CH3:37][C:38]#[N:39].